From a dataset of Reaction yield outcomes from USPTO patents with 853,638 reactions. Predict the reaction yield, written as a fraction of the theoretical maximum amount of product (1.0 means a 100% yield; for example, 0.34 means a 34% yield). (1) The reactants are [NH:1]1[CH2:4][CH:3]([O:5][C:6]2[CH:19]=[CH:18][C:9]([CH2:10][N:11]3[CH2:17][C:13]4([CH2:16][O:15][CH2:14]4)[CH2:12]3)=[CH:8][CH:7]=2)[CH2:2]1.[C:20]1([C:26]2[O:30][C:29]([C:31](OCC)=[O:32])=[N:28][N:27]=2)[CH:25]=[CH:24][CH:23]=[CH:22][CH:21]=1. The catalyst is CS(C)=O. The product is [CH2:16]1[C:13]2([CH2:12][N:11]([CH2:10][C:9]3[CH:18]=[CH:19][C:6]([O:5][CH:3]4[CH2:4][N:1]([C:31]([C:29]5[O:30][C:26]([C:20]6[CH:21]=[CH:22][CH:23]=[CH:24][CH:25]=6)=[N:27][N:28]=5)=[O:32])[CH2:2]4)=[CH:7][CH:8]=3)[CH2:17]2)[CH2:14][O:15]1. The yield is 0.610. (2) The reactants are F[C:2]1[CH:7]=[CH:6][CH:5]=[CH:4][C:3]=1[N+:8]([O-:10])=[O:9].[O:11]1[C:15]2[CH:16]=[CH:17][C:18]([NH2:20])=[CH:19][C:14]=2[O:13][CH2:12]1.C(=O)([O-])[O-].[K+].[K+].O. The catalyst is CN(C)C=O. The product is [N+:8]([C:3]1[CH:4]=[CH:5][CH:6]=[CH:7][C:2]=1[NH:20][C:18]1[CH:17]=[CH:16][C:15]2[O:11][CH2:12][O:13][C:14]=2[CH:19]=1)([O-:10])=[O:9]. The yield is 0.650. (3) The reactants are O[Li].O.[Br:4][C:5]1[C:14]2[C:9](=[CH:10][CH:11]=[CH:12][CH:13]=2)[C:8]([CH2:15][N:16]2[C:22](=[O:23])[C@@H:21]([NH:24][C:25](=[O:37])[C@@H:26]([N:28]([C:30]([O:32][C:33]([CH3:36])([CH3:35])[CH3:34])=[O:31])[CH3:29])[CH3:27])[CH2:20][O:19][C:18]3[C:38]([C:42]([O:44]C)=[O:43])=[CH:39][CH:40]=[CH:41][C:17]2=3)=[CH:7][CH:6]=1. The catalyst is CO. The product is [Br:4][C:5]1[C:14]2[C:9](=[CH:10][CH:11]=[CH:12][CH:13]=2)[C:8]([CH2:15][N:16]2[C:22](=[O:23])[C@@H:21]([NH:24][C:25](=[O:37])[C@@H:26]([N:28]([C:30]([O:32][C:33]([CH3:36])([CH3:35])[CH3:34])=[O:31])[CH3:29])[CH3:27])[CH2:20][O:19][C:18]3[C:38]([C:42]([OH:44])=[O:43])=[CH:39][CH:40]=[CH:41][C:17]2=3)=[CH:7][CH:6]=1. The yield is 0.780. (4) The reactants are [H-].[Na+].[C:3]([O:7][C:8](=[O:19])[CH2:9][C:10]1[CH:15]=[CH:14][C:13]([S:16][CH3:17])=[CH:12][C:11]=1[CH3:18])([CH3:6])([CH3:5])[CH3:4].[F:20][C:21]1[CH:28]=[CH:27][C:24]([CH2:25]Br)=[CH:23][CH:22]=1. The catalyst is CN(C=O)C. The product is [C:3]([O:7][C:8](=[O:19])[CH:9]([C:10]1[CH:15]=[CH:14][C:13]([S:16][CH3:17])=[CH:12][C:11]=1[CH3:18])[CH2:25][C:24]1[CH:27]=[CH:28][C:21]([F:20])=[CH:22][CH:23]=1)([CH3:5])([CH3:4])[CH3:6]. The yield is 0.690. (5) The reactants are C([N-]C(C)C)(C)C.[Li+].[C:9]([O:12][CH2:13][CH3:14])(=[O:11])[CH3:10].CN1C(=O)N(C)CCC1.I[CH2:25][C:26]1[N:30]([CH3:31])[N:29]=[C:28]([C:32]2[CH:37]=[CH:36][C:35]([O:38][C:39]([F:42])([F:41])[F:40])=[CH:34][CH:33]=2)[CH:27]=1. The catalyst is O1CCCC1.CCCCCCC.C(C1C=CC=CC=1)C.O1CCCC1. The product is [CH2:13]([O:12][C:9](=[O:11])[CH2:10][CH2:25][C:26]1[N:30]([CH3:31])[N:29]=[C:28]([C:32]2[CH:33]=[CH:34][C:35]([O:38][C:39]([F:41])([F:40])[F:42])=[CH:36][CH:37]=2)[CH:27]=1)[CH3:14]. The yield is 0.400.